The task is: Predict the product of the given reaction.. This data is from Forward reaction prediction with 1.9M reactions from USPTO patents (1976-2016). The product is: [CH2:8]([N:10]1[C:15]2[N:16]=[C:17]([S:21][CH3:22])[N:18]=[C:19]([CH3:20])[C:14]=2[CH:13]=[C:12]([C:23]#[N:24])[C:11]1=[O:3])[CH3:9]. Given the reactants C(OC(=O)C)(=[O:3])C.[CH2:8]([N:10]1[C:15]2[N:16]=[C:17]([S:21][CH3:22])[N:18]=[C:19]([CH3:20])[C:14]=2[CH:13]=[C:12]([C:23]#[N:24])[C:11]1=N)[CH3:9], predict the reaction product.